From a dataset of Forward reaction prediction with 1.9M reactions from USPTO patents (1976-2016). Predict the product of the given reaction. (1) The product is: [N:14]1[C:15]2[C:20](=[CH:19][CH:18]=[CH:17][CH:16]=2)[CH:21]=[CH:22][C:13]=1[CH2:12][N:6]([CH2:7][C:13]1[CH:22]=[CH:21][C:20]2[C:15](=[CH:16][CH:17]=[CH:18][CH:19]=2)[N:14]=1)[C@@:5]([CH3:4])([C:23]([OH:24])=[O:26])[CH2:8][SH:9]. Given the reactants Cl.CO[C:4](=O)[C@@H:5]([CH2:8][SH:9])[NH:6][CH3:7].Br[CH2:12][C:13]1[CH:22]=[CH:21][C:20]2[C:15](=[CH:16][CH:17]=[CH:18][CH:19]=2)[N:14]=1.[C:23](=[O:26])(O)[O-:24].[Na+], predict the reaction product. (2) Given the reactants [Br:1][C:2]1[CH:3]=[C:4]([OH:9])[CH:5]=[C:6]([I:8])[CH:7]=1.C(=O)([O-])[O-].[K+].[K+].[CH3:16][O:17][C:18]1[CH:25]=[CH:24][C:21]([CH2:22]Cl)=[CH:20][CH:19]=1, predict the reaction product. The product is: [Br:1][C:2]1[CH:3]=[C:4]([O:9][CH2:22][C:21]2[CH:24]=[CH:25][C:18]([O:17][CH3:16])=[CH:19][CH:20]=2)[CH:5]=[C:6]([I:8])[CH:7]=1. (3) Given the reactants C1(P(C2C=CC=CC=2)C2C=CC=CC=2)C=CC=CC=1.[OH:20][C:21]1[CH:30]=[CH:29][C:24]([C:25]([NH:27][CH3:28])=[O:26])=[CH:23][C:22]=1[O:31][CH3:32].[C:33]([O:38]C)(=[O:37])[C@@H:34]([CH3:36])O.C1(O)C=CC=CC=1.O.[OH-].[Li+], predict the reaction product. The product is: [CH3:32][O:31][C:22]1[CH:23]=[C:24]([C:25](=[O:26])[NH:27][CH3:28])[CH:29]=[CH:30][C:21]=1[O:20][C@@H:34]([CH3:36])[C:33]([OH:38])=[O:37]. (4) Given the reactants [CH3:1][N:2]1[C:7]2[CH:8]=[CH:9][C:10]([C:12]#[C:13][CH2:14][O:15][CH:16]3[CH2:21][CH2:20][CH2:19][CH2:18][O:17]3)=[CH:11][C:6]=2[C:5](=[O:22])[CH2:4][S:3]1(=[O:24])=[O:23].C(N(CC)CC)C.[Cl:32][C:33]1[CH:42]=[CH:41][C:36]([CH2:37][N:38]=[C:39]=[O:40])=[CH:35][CH:34]=1.Cl, predict the reaction product. The product is: [Cl:32][C:33]1[CH:34]=[CH:35][C:36]([CH2:37][NH:38][C:39]([C:4]2[S:3](=[O:23])(=[O:24])[N:2]([CH3:1])[C:7]3[CH:8]=[CH:9][C:10]([C:12]#[C:13][CH2:14][O:15][CH:16]4[CH2:21][CH2:20][CH2:19][CH2:18][O:17]4)=[CH:11][C:6]=3[C:5]=2[OH:22])=[O:40])=[CH:41][CH:42]=1. (5) The product is: [O:1]1[C:5]2[CH:6]=[CH:7][CH:8]=[CH:9][C:4]=2[N:3]=[C:2]1[C:10]([CH:11]([NH:14][C:15](=[O:33])[CH:16]([CH2:26][CH:27]1[CH2:28][CH2:29][CH2:30][CH2:31][CH2:32]1)[CH2:17][C:18]([N:20]1[CH2:25][CH2:24][O:23][CH2:22][CH2:21]1)=[O:19])[CH2:12][CH3:13])=[O:34]. Given the reactants [O:1]1[C:5]2[CH:6]=[CH:7][CH:8]=[CH:9][C:4]=2[N:3]=[C:2]1[CH:10]([OH:34])[CH:11]([NH:14][C:15](=[O:33])[CH:16]([CH2:26][CH:27]1[CH2:32][CH2:31][CH2:30][CH2:29][CH2:28]1)[CH2:17][C:18]([N:20]1[CH2:25][CH2:24][O:23][CH2:22][CH2:21]1)=[O:19])[CH2:12][CH3:13].CC(OI1(OC(C)=O)(OC(C)=O)OC(=O)C2C=CC=CC1=2)=O.[O-]S([O-])(=S)=O.[Na+].[Na+].C([O-])(O)=O.[Na+], predict the reaction product. (6) Given the reactants [C:1]([N:24]1[CH2:29][CH2:28][N:27](C(OC(C)(C)C)=O)[CH2:26][CH2:25]1)(=[O:23])[CH2:2][CH2:3][CH:4]=[CH:5][CH2:6][CH:7]=[CH:8][CH2:9][CH:10]=[CH:11][CH2:12][CH:13]=[CH:14][CH2:15][CH:16]=[CH:17][CH2:18][CH:19]=[CH:20][CH2:21][CH3:22].C(C(O)=O)(F)(F)F.C([O-])([O-])=O.[Na+].[Na+], predict the reaction product. The product is: [N:24]1([C:1](=[O:23])[CH2:2][CH2:3][CH:4]=[CH:5][CH2:6][CH:7]=[CH:8][CH2:9][CH:10]=[CH:11][CH2:12][CH:13]=[CH:14][CH2:15][CH:16]=[CH:17][CH2:18][CH:19]=[CH:20][CH2:21][CH3:22])[CH2:29][CH2:28][NH:27][CH2:26][CH2:25]1.